From a dataset of Reaction yield outcomes from USPTO patents with 853,638 reactions. Predict the reaction yield, written as a fraction of the theoretical maximum amount of product (1.0 means a 100% yield; for example, 0.34 means a 34% yield). The reactants are [CH3:1][O:2][C:3](=[O:27])[C@H:4]([CH2:25][OH:26])[NH:5][C:6]([C:19]1[CH:24]=[CH:23][CH:22]=[CH:21][CH:20]=1)([C:13]1[CH:18]=[CH:17][CH:16]=[CH:15][CH:14]=1)[C:7]1[CH:12]=[CH:11][CH:10]=[CH:9][CH:8]=1.C1(P(C2C=CC=CC=2)C2C=CC=CC=2)C=CC=CC=1.[CH2:47]([O:54][C:55](=[O:68])[NH:56][CH2:57][CH2:58][CH2:59][CH2:60][C:61]1[CH:66]=[CH:65][C:64](O)=[CH:63][CH:62]=1)[C:48]1[CH:53]=[CH:52][CH:51]=[CH:50][CH:49]=1.N(C(OC(C)C)=O)=NC(OC(C)C)=O. The catalyst is C1C=CC=CC=1. The product is [CH3:1][O:2][C:3](=[O:27])[CH:4]([NH:5][C:6]([C:7]1[CH:12]=[CH:11][CH:10]=[CH:9][CH:8]=1)([C:13]1[CH:14]=[CH:15][CH:16]=[CH:17][CH:18]=1)[C:19]1[CH:24]=[CH:23][CH:22]=[CH:21][CH:20]=1)[CH2:25][O:26][C:64]1[CH:63]=[CH:62][C:61]([CH2:60][CH2:59][CH2:58][CH2:57][NH:56][C:55]([O:54][CH2:47][C:48]2[CH:53]=[CH:52][CH:51]=[CH:50][CH:49]=2)=[O:68])=[CH:66][CH:65]=1. The yield is 0.510.